Dataset: Peptide-MHC class I binding affinity with 185,985 pairs from IEDB/IMGT. Task: Regression. Given a peptide amino acid sequence and an MHC pseudo amino acid sequence, predict their binding affinity value. This is MHC class I binding data. (1) The peptide sequence is LLMPILTLTR. The MHC is HLA-A33:01 with pseudo-sequence HLA-A33:01. The binding affinity (normalized) is 0.485. (2) The peptide sequence is HQDDGQPRL. The MHC is HLA-B15:01 with pseudo-sequence HLA-B15:01. The binding affinity (normalized) is 0.0847. (3) The peptide sequence is CCFHCQVC. The MHC is HLA-A31:01 with pseudo-sequence HLA-A31:01. The binding affinity (normalized) is 0. (4) The peptide sequence is SVKGRFTI. The MHC is HLA-A30:02 with pseudo-sequence HLA-A30:02. The binding affinity (normalized) is 0. (5) The peptide sequence is STVADEIAF. The MHC is HLA-B58:01 with pseudo-sequence HLA-B58:01. The binding affinity (normalized) is 0.308. (6) The peptide sequence is IPQSLDSWWTSM. The MHC is H-2-Ld with pseudo-sequence H-2-Ld. The binding affinity (normalized) is 1.00. (7) The peptide sequence is WLSYFVASFR. The MHC is HLA-A11:01 with pseudo-sequence HLA-A11:01. The binding affinity (normalized) is 0.753. (8) The peptide sequence is THADAHTQL. The MHC is HLA-A02:19 with pseudo-sequence HLA-A02:19. The binding affinity (normalized) is 0.0847. (9) The peptide sequence is ARYSNFAWY. The MHC is HLA-A68:02 with pseudo-sequence HLA-A68:02. The binding affinity (normalized) is 0.0847. (10) The peptide sequence is RQNLSSSEL. The MHC is BoLA-T2b with pseudo-sequence BoLA-T2b. The binding affinity (normalized) is 0.205.